Dataset: Forward reaction prediction with 1.9M reactions from USPTO patents (1976-2016). Task: Predict the product of the given reaction. (1) Given the reactants [Cl:1][C:2]1[CH:3]=[C:4]([CH:11]=[CH:12][N:13]=1)[C:5](N(OC)C)=[O:6].[CH3:14][Mg]Br, predict the reaction product. The product is: [Cl:1][C:2]1[CH:3]=[C:4]([C:5](=[O:6])[CH3:14])[CH:11]=[CH:12][N:13]=1. (2) Given the reactants Br[C:2]1[CH:27]=[N:26][C:5]2[N:6]=[C:7]([N:13]3[CH2:16][CH:15]([N:17]([CH3:25])[C:18](=[O:24])[O:19][C:20]([CH3:23])([CH3:22])[CH3:21])[CH2:14]3)[C:8]3[N:9]([CH:10]=[N:11][N:12]=3)[C:4]=2[CH:3]=1.[CH2:28](C([Sn])=C(CCCC)CCCC)[CH2:29]CC.CC1C=CC=CC=1P(C1C=CC=CC=1C)C1C=CC=CC=1C, predict the reaction product. The product is: [CH3:25][N:17]([CH:15]1[CH2:16][N:13]([C:7]2[C:8]3[N:9]([CH:10]=[N:11][N:12]=3)[C:4]3[CH:3]=[C:2]([CH:28]=[CH2:29])[CH:27]=[N:26][C:5]=3[N:6]=2)[CH2:14]1)[C:18](=[O:24])[O:19][C:20]([CH3:23])([CH3:22])[CH3:21]. (3) Given the reactants Br[CH2:2][C:3]1[C:8]([CH3:9])=[CH:7][CH:6]=[CH:5][C:4]=1[N:10]1[C:14](=[O:15])[N:13]([CH3:16])[N:12]=[N:11]1.[CH:17]1([N:23]2[CH:27]=[CH:26][C:25]([OH:28])=[N:24]2)[CH2:22][CH2:21][CH2:20][CH2:19][CH2:18]1.C(=O)([O-])[O-].[Cs+].[Cs+].CN(C)C=O, predict the reaction product. The product is: [CH:17]1([N:23]2[CH:27]=[CH:26][C:25]([O:28][CH2:2][C:3]3[C:8]([CH3:9])=[CH:7][CH:6]=[CH:5][C:4]=3[N:10]3[C:14](=[O:15])[N:13]([CH3:16])[N:12]=[N:11]3)=[N:24]2)[CH2:18][CH2:19][CH2:20][CH2:21][CH2:22]1.